Dataset: Reaction yield outcomes from USPTO patents with 853,638 reactions. Task: Predict the reaction yield, written as a fraction of the theoretical maximum amount of product (1.0 means a 100% yield; for example, 0.34 means a 34% yield). (1) No catalyst specified. The reactants are [F:1][C:2]1[CH:3]=[C:4]([C@@H:12]2[CH2:14][O:13]2)[CH:5]=[CH:6][C:7]=1[C:8]([F:11])([F:10])[F:9].C[O-].[Na+].[OH2:18].[CH3:19]O. The product is [F:1][C:2]1[CH:3]=[C:4]([C@@H:12]([OH:18])[CH2:14][O:13][CH3:19])[CH:5]=[CH:6][C:7]=1[C:8]([F:9])([F:10])[F:11]. The yield is 0.909. (2) The reactants are [CH2:1]([C@H:8]1[C@@H:12]([C@H:13]2[CH2:17][C@@H:16]([O:18]CC3C=CC=CC=3)[CH2:15][N:14]2[C:26]([O:28][C:29]([CH3:32])([CH3:31])[CH3:30])=[O:27])[O:11][C:10]([CH3:34])([CH3:33])[N:9]1[C:35]([O:37][CH2:38][CH2:39][Si:40]([CH3:43])([CH3:42])[CH3:41])=[O:36])[C:2]1[CH:7]=[CH:6][CH:5]=[CH:4][CH:3]=1. The catalyst is CCO.[OH-].[OH-].[Pd+2]. The product is [CH2:1]([C@H:8]1[C@@H:12]([C@H:13]2[CH2:17][C@@H:16]([OH:18])[CH2:15][N:14]2[C:26]([O:28][C:29]([CH3:30])([CH3:31])[CH3:32])=[O:27])[O:11][C:10]([CH3:34])([CH3:33])[N:9]1[C:35]([O:37][CH2:38][CH2:39][Si:40]([CH3:43])([CH3:42])[CH3:41])=[O:36])[C:2]1[CH:7]=[CH:6][CH:5]=[CH:4][CH:3]=1. The yield is 0.830. (3) The reactants are CC(OI1(OC(C)=O)(OC(C)=O)OC(=O)C2C=CC=CC1=2)=O.[CH:23]1([CH2:26][O:27][C:28]2[CH:33]=[C:32]([F:34])[CH:31]=[CH:30][C:29]=2[C:35]2[N:39]([CH3:40])[CH:38]=[N:37][C:36]=2[C:41]2[CH:46]=[C:45]([CH2:47][OH:48])[CH:44]=[CH:43][N:42]=2)[CH2:25][CH2:24]1.[OH-].[Na+]. The catalyst is C1COCC1. The product is [CH:23]1([CH2:26][O:27][C:28]2[CH:33]=[C:32]([F:34])[CH:31]=[CH:30][C:29]=2[C:35]2[N:39]([CH3:40])[CH:38]=[N:37][C:36]=2[C:41]2[CH:46]=[C:45]([CH:47]=[O:48])[CH:44]=[CH:43][N:42]=2)[CH2:25][CH2:24]1. The yield is 0.900. (4) The reactants are [F:1][C:2]1[CH:18]=[CH:17][C:5]([O:6][CH2:7][C@@H:8](O)[CH2:9][CH2:10][CH2:11][C:12]([O:14]C)=[O:13])=[CH:4][CH:3]=1.CC1C=CC(S(O)(=O)=O)=CC=1.C(=O)(O)[O-].[Na+]. The catalyst is C(Cl)Cl. The product is [F:1][C:2]1[CH:3]=[CH:4][C:5]([O:6][CH2:7][C@H:8]2[O:14][C:12](=[O:13])[CH2:11][CH2:10][CH2:9]2)=[CH:17][CH:18]=1. The yield is 0.700. (5) The reactants are [CH3:1][O:2][C:3]1[CH:8]=[CH:7][C:6]([N+:9]([O-:11])=[O:10])=[CH:5][C:4]=1[NH:12][C:13](=[O:16])[CH2:14][CH3:15].[H-].[Na+].I[CH3:20]. The catalyst is C1COCC1. The product is [CH3:1][O:2][C:3]1[CH:8]=[CH:7][C:6]([N+:9]([O-:11])=[O:10])=[CH:5][C:4]=1[N:12]([CH3:20])[C:13](=[O:16])[CH2:14][CH3:15]. The yield is 0.950. (6) The reactants are O[CH:2]=[C:3]1[C:11]2[C:6](=[CH:7][CH:8]=[C:9]([C:12]([C:14]3[CH:19]=[CH:18][C:17]([NH:20][C:21]([C:23]4[N:24]([CH2:29][CH3:30])[N:25]=[C:26]([CH3:28])[CH:27]=4)=[O:22])=[CH:16][CH:15]=3)=[O:13])[CH:10]=2)[NH:5][C:4]1=[O:31].[NH2:32][C:33]1[CH:38]=[CH:37][C:36]([N:39]2[CH2:44][CH2:43][O:42][CH2:41][CH2:40]2)=[CH:35][CH:34]=1. The catalyst is C1COCC1. The product is [N:39]1([C:36]2[CH:35]=[CH:34][C:33]([NH:32][CH:2]=[C:3]3[C:11]4[C:6](=[CH:7][CH:8]=[C:9]([C:12]([C:14]5[CH:19]=[CH:18][C:17]([NH:20][C:21]([C:23]6[N:24]([CH2:29][CH3:30])[N:25]=[C:26]([CH3:28])[CH:27]=6)=[O:22])=[CH:16][CH:15]=5)=[O:13])[CH:10]=4)[NH:5][C:4]3=[O:31])=[CH:38][CH:37]=2)[CH2:44][CH2:43][O:42][CH2:41][CH2:40]1. The yield is 0.490. (7) The catalyst is C1COCC1. The yield is 0.250. The reactants are [C:1]([O:5][C:6]([N:8]1[CH:13]2[CH2:14][CH2:15][CH:9]1[CH2:10][C:11](=[O:16])[CH2:12]2)=[O:7])([CH3:4])([CH3:3])[CH3:2].[Li+].C[Si]([N-][Si](C)(C)C)(C)C.C1C=CC(N([S:34]([C:37]([F:40])([F:39])[F:38])(=[O:36])=[O:35])[S:34]([C:37]([F:40])([F:39])[F:38])(=[O:36])=[O:35])=CC=1. The product is [C:1]([O:5][C:6]([N:8]1[CH:13]2[CH2:14][CH2:15][CH:9]1[CH:10]=[C:11]([O:16][S:34]([C:37]([F:40])([F:39])[F:38])(=[O:36])=[O:35])[CH2:12]2)=[O:7])([CH3:4])([CH3:2])[CH3:3].